From a dataset of Peptide-MHC class I binding affinity with 185,985 pairs from IEDB/IMGT. Regression. Given a peptide amino acid sequence and an MHC pseudo amino acid sequence, predict their binding affinity value. This is MHC class I binding data. The MHC is HLA-B08:01 with pseudo-sequence HLA-B08:01. The peptide sequence is LMMMLPATL. The binding affinity (normalized) is 0.729.